From a dataset of Peptide-MHC class II binding affinity with 134,281 pairs from IEDB. Regression. Given a peptide amino acid sequence and an MHC pseudo amino acid sequence, predict their binding affinity value. This is MHC class II binding data. (1) The peptide sequence is LDSQLNRLKSLTDDLQR. The MHC is DRB1_0101 with pseudo-sequence DRB1_0101. The binding affinity (normalized) is 0.339. (2) The peptide sequence is TRKYLPAIVREAIKR. The MHC is DRB1_0701 with pseudo-sequence DRB1_0701. The binding affinity (normalized) is 0.641. (3) The peptide sequence is RQHGSEEWEPLTKKG. The MHC is DRB1_0301 with pseudo-sequence DRB1_0301. The binding affinity (normalized) is 0. (4) The peptide sequence is ESWGAVWRIDTPDKL. The MHC is DRB1_1101 with pseudo-sequence DRB1_1101. The binding affinity (normalized) is 0.658. (5) The peptide sequence is GIDIFASKNFHLQKN. The MHC is HLA-DQA10102-DQB10602 with pseudo-sequence HLA-DQA10102-DQB10602. The binding affinity (normalized) is 0.457. (6) The peptide sequence is IEFRFYKEITNVFRG. The MHC is HLA-DQA10301-DQB10302 with pseudo-sequence HLA-DQA10301-DQB10302. The binding affinity (normalized) is 0.268.